Task: Predict the product of the given reaction.. Dataset: Forward reaction prediction with 1.9M reactions from USPTO patents (1976-2016) (1) Given the reactants FC(F)(F)C1C=C(C=C(C(F)(F)F)C=1)COCC(O)(C1C=CC=CC=1)C[CH2:11][N:12](C)[C:13](=[O:18])[C:14]([F:17])([F:16])[F:15].C[OH:37], predict the reaction product. The product is: [CH3:11][NH2:12].[C:13]([OH:18])([C:14]([F:17])([F:16])[F:15])=[O:37]. (2) Given the reactants P([O-])([O-])([O-])=O.[K+].[K+].[K+].[CH:9](B([CH:9]([CH2:11][CH3:12])[CH3:10])[CH:9]([CH2:11][CH3:12])[CH3:10])([CH2:11][CH3:12])[CH3:10].Br[C:23]1[CH:28]=[CH:27][C:26]([C:29]2[CH:34]=[CH:33][CH:32]=[CH:31][CH:30]=2)=[C:25]([CH2:35][NH:36][CH2:37][C@@H:38]([OH:53])[C@@H:39]([NH:49][C:50](=[O:52])[CH3:51])[CH2:40][C:41]2[CH:46]=[C:45]([F:47])[CH:44]=[C:43]([F:48])[CH:42]=2)[CH:24]=1, predict the reaction product. The product is: [CH:9]([C:23]1[CH:28]=[CH:27][C:26]([C:29]2[CH:34]=[CH:33][CH:32]=[CH:31][CH:30]=2)=[C:25]([CH2:35][NH:36][CH2:37][C@@H:38]([OH:53])[C@@H:39]([NH:49][C:50](=[O:52])[CH3:51])[CH2:40][C:41]2[CH:46]=[C:45]([F:47])[CH:44]=[C:43]([F:48])[CH:42]=2)[CH:24]=1)([CH2:11][CH3:12])[CH3:10]. (3) Given the reactants [CH2:1]([O:8][C:9]1[CH:24]=[C:23]([N:25]([CH2:31][C:32]2[CH:37]=[CH:36][C:35]([CH:38]3[CH2:43][CH2:42][CH2:41][CH2:40][CH2:39]3)=[CH:34][CH:33]=2)[C:26](=[O:30])[CH2:27][NH:28][CH3:29])[CH:22]=[CH:21][C:10]=1[C:11]([O:13][CH2:14][C:15]1[CH:20]=[CH:19][CH:18]=[CH:17][CH:16]=1)=[O:12])[C:2]1[CH:7]=[CH:6][CH:5]=[CH:4][CH:3]=1.[CH3:44][N:45]([CH3:60])[C:46]1[CH:55]=[CH:54][CH:53]=[C:52]2[C:47]=1[CH:48]=[CH:49][CH:50]=[C:51]2[S:56](Cl)(=[O:58])=[O:57], predict the reaction product. The product is: [CH2:1]([O:8][C:9]1[CH:24]=[C:23]([N:25]([CH2:31][C:32]2[CH:33]=[CH:34][C:35]([CH:38]3[CH2:43][CH2:42][CH2:41][CH2:40][CH2:39]3)=[CH:36][CH:37]=2)[C:26](=[O:30])[CH2:27][N:28]([CH3:29])[S:56]([C:51]2[C:52]3[C:47](=[C:46]([N:45]([CH3:60])[CH3:44])[CH:55]=[CH:54][CH:53]=3)[CH:48]=[CH:49][CH:50]=2)(=[O:58])=[O:57])[CH:22]=[CH:21][C:10]=1[C:11]([O:13][CH2:14][C:15]1[CH:20]=[CH:19][CH:18]=[CH:17][CH:16]=1)=[O:12])[C:2]1[CH:3]=[CH:4][CH:5]=[CH:6][CH:7]=1. (4) Given the reactants [O:1]1[C:5]2[CH:6]=[CH:7][CH:8]=[CH:9][C:4]=2[CH:3]=[C:2]1[C:10]1[C:19]([N:20]([CH:22]([CH3:24])[CH3:23])[CH3:21])=[N:18][C:17]2[C:12](=[CH:13][CH:14]=[C:15]([C:25]([O:27]C)=[O:26])[CH:16]=2)[N:11]=1.[OH-].[Na+].O, predict the reaction product. The product is: [O:1]1[C:5]2[CH:6]=[CH:7][CH:8]=[CH:9][C:4]=2[CH:3]=[C:2]1[C:10]1[C:19]([N:20]([CH:22]([CH3:24])[CH3:23])[CH3:21])=[N:18][C:17]2[C:12](=[CH:13][CH:14]=[C:15]([C:25]([OH:27])=[O:26])[CH:16]=2)[N:11]=1. (5) The product is: [CH2:1]([C:3]1[N:4]=[C:5]([NH2:22])[CH:6]=[CH:7][C:8]=1[O:9][C:10]1[CH:15]=[CH:14][N:13]=[C:12]([C:16]2[CH:17]=[N:18][N:19]([CH3:21])[CH:20]=2)[CH:11]=1)[CH3:2]. Given the reactants [CH2:1]([C:3]1[C:8]([O:9][C:10]2[CH:15]=[CH:14][N:13]=[C:12]([C:16]3[CH:17]=[N:18][N:19]([CH3:21])[CH:20]=3)[CH:11]=2)=[CH:7][CH:6]=[C:5]([N+:22]([O-])=O)[N:4]=1)[CH3:2].[NH4+].[Cl-].C1COCC1.CCOC(C)=O, predict the reaction product. (6) Given the reactants [CH3:1][O:2][C:3](=[O:17])[C:4]1[C:9]([CH:10]=[CH2:11])=[CH:8][CH:7]=[CH:6][C:5]=1[CH2:12][C:13]([O:15][CH3:16])=[O:14].[C:18]([OH:21])(=[S:20])[CH3:19].CC(N=NC(C#N)(C)C)(C#N)C, predict the reaction product. The product is: [CH3:1][O:2][C:3](=[O:17])[C:4]1[C:5]([CH2:12][C:13]([O:15][CH3:16])=[O:14])=[CH:6][CH:7]=[CH:8][C:9]=1[CH2:10][CH2:11][S:20][C:18](=[O:21])[CH3:19].